From a dataset of Forward reaction prediction with 1.9M reactions from USPTO patents (1976-2016). Predict the product of the given reaction. Given the reactants [CH3:1][O:2][C:3]1[CH:4]=[C:5]2[C:9](=[CH:10][CH:11]=1)[NH:8][CH:7]=[C:6]2[CH2:12][C:13]([O:15][CH3:16])=[O:14].[H-].[Na+].[Cl:19][C:20]1[CH:28]=[CH:27][C:23]([C:24](Cl)=[O:25])=[CH:22][CH:21]=1.O, predict the reaction product. The product is: [Cl:19][C:20]1[CH:28]=[CH:27][C:23]([C:24]([N:8]2[C:9]3[C:5](=[CH:4][C:3]([O:2][CH3:1])=[CH:11][CH:10]=3)[C:6]([CH2:12][C:13]([O:15][CH3:16])=[O:14])=[CH:7]2)=[O:25])=[CH:22][CH:21]=1.